From a dataset of Forward reaction prediction with 1.9M reactions from USPTO patents (1976-2016). Predict the product of the given reaction. (1) Given the reactants [I:1][C:2]1[CH:10]=[C:6]([C:7]([OH:9])=[O:8])[C:5]([NH2:11])=[CH:4][CH:3]=1.CO.[NH3:14], predict the reaction product. The product is: [I:1][C:2]1[CH:10]=[C:6]([C:7]([O-:9])=[O:8])[C:5]([NH2:11])=[CH:4][CH:3]=1.[NH4+:14]. (2) Given the reactants [CH3:1][C:2]([CH3:35])([CH3:34])[C:3]([O:5][CH2:6][N:7]1[C:15](=[O:16])[C:14]2[N:13]([C:17]3[CH:22]=[CH:21][CH:20]=[CH:19][C:18]=3[CH:23]=[O:24])[CH:12]=[N:11][C:10]=2[N:9]([CH2:25][O:26][C:27](=[O:32])[C:28]([CH3:31])([CH3:30])[CH3:29])[C:8]1=[O:33])=[O:4].[Cl:36]N1C(=O)CCC1=O, predict the reaction product. The product is: [Cl:36][C:12]1[N:13]([C:17]2[CH:22]=[CH:21][CH:20]=[CH:19][C:18]=2[CH:23]=[O:24])[C:14]2[C:15](=[O:16])[N:7]([CH2:6][O:5][C:3](=[O:4])[C:2]([CH3:35])([CH3:34])[CH3:1])[C:8](=[O:33])[N:9]([CH2:25][O:26][C:27](=[O:32])[C:28]([CH3:29])([CH3:31])[CH3:30])[C:10]=2[N:11]=1. (3) Given the reactants Br[CH2:2][C:3](=[CH2:9])[C:4]([O:6][CH2:7][CH3:8])=[O:5].[CH3:10][O-:11].[Na+], predict the reaction product. The product is: [CH2:7]([O:6][C:4](=[O:5])[C:3]([CH2:2][O:11][CH3:10])=[CH2:9])[CH3:8]. (4) Given the reactants [Cl:1][C:2]1[CH:3]=[C:4]([NH:16][C:17]2[C:18]3[CH:26]=[C:25](F)[N:24]=[CH:23][C:19]=3[N:20]=[CH:21][N:22]=2)[CH:5]=[CH:6][C:7]=1[O:8][CH2:9][C:10]1[CH:15]=[CH:14][CH:13]=[CH:12][N:11]=1.[CH3:28][O:29][C:30]1[CH:37]=[CH:36][C:33]([CH2:34][NH2:35])=[CH:32][CH:31]=1, predict the reaction product. The product is: [Cl:1][C:2]1[CH:3]=[C:4]([NH:16][C:17]2[C:18]3[CH:26]=[C:25]([NH:35][CH2:34][C:33]4[CH:36]=[CH:37][C:30]([O:29][CH3:28])=[CH:31][CH:32]=4)[N:24]=[CH:23][C:19]=3[N:20]=[CH:21][N:22]=2)[CH:5]=[CH:6][C:7]=1[O:8][CH2:9][C:10]1[CH:15]=[CH:14][CH:13]=[CH:12][N:11]=1. (5) Given the reactants [CH3:1][O:2][C:3](=[O:31])[NH:4][C:5]1[C:6]([NH2:30])=[N:7][C:8]([C:12]2[C:20]3[C:15](=[N:16][CH:17]=[C:18]([F:21])[CH:19]=3)[N:14]([CH2:22][C:23]3[CH:28]=[CH:27][CH:26]=[CH:25][C:24]=3[F:29])[N:13]=2)=[N:9][C:10]=1[NH2:11].[H-].[Na+].ClC(Cl)(Cl)S(O[CH2:40][C:41]([F:44])([F:43])[F:42])(=O)=O.O, predict the reaction product. The product is: [CH3:1][O:2][C:3](=[O:31])[N:4]([C:5]1[C:10]([NH2:11])=[N:9][C:8]([C:12]2[C:20]3[C:15](=[N:16][CH:17]=[C:18]([F:21])[CH:19]=3)[N:14]([CH2:22][C:23]3[CH:28]=[CH:27][CH:26]=[CH:25][C:24]=3[F:29])[N:13]=2)=[N:7][C:6]=1[NH2:30])[CH2:40][C:41]([F:44])([F:43])[F:42].